Dataset: Full USPTO retrosynthesis dataset with 1.9M reactions from patents (1976-2016). Task: Predict the reactants needed to synthesize the given product. (1) Given the product [N:1]1([C:5]2([CH:10]([C:12]3[CH:17]=[CH:16][CH:15]=[CH:14][CH:13]=3)[NH2:11])[CH2:9][CH2:8][CH2:7][CH2:6]2)[CH2:2][CH2:3][CH2:4]1, predict the reactants needed to synthesize it. The reactants are: [N:1]1([C:5]2([C:10]#[N:11])[CH2:9][CH2:8][CH2:7][CH2:6]2)[CH2:4][CH2:3][CH2:2]1.[C:12]1([Li])[CH:17]=[CH:16][CH:15]=[CH:14][CH:13]=1.[BH4-].[Na+].NC(C1C=CC=CC=1)C1(N(C)C)CCCC1. (2) Given the product [Br:1][C:2]1[CH:7]=[CH:6][C:5]([N:9]2[CH2:14][CH2:13][CH:12]([CH2:15][CH2:16][NH:17][C:18](=[O:24])[O:19][C:20]([CH3:22])([CH3:21])[CH3:23])[CH2:11][CH2:10]2)=[CH:4][CH:3]=1, predict the reactants needed to synthesize it. The reactants are: [Br:1][C:2]1[CH:7]=[CH:6][C:5](I)=[CH:4][CH:3]=1.[NH:9]1[CH2:14][CH2:13][CH:12]([CH2:15][CH2:16][NH:17][C:18](=[O:24])[O:19][C:20]([CH3:23])([CH3:22])[CH3:21])[CH2:11][CH2:10]1.C(=O)([O-])[O-].[Cs+].[Cs+].C1(P(C2C=CC=CC=2)C2C=CC3C(=CC=CC=3)C=2C2C3C(=CC=CC=3)C=CC=2P(C2C=CC=CC=2)C2C=CC=CC=2)C=CC=CC=1. (3) Given the product [C:1]([CH:3]1[CH2:8][CH2:7][N:6]([C:9](=[O:35])[C@H:10]([NH:14][C:15]([C:17]2[C:25]3[C:20](=[N:21][CH:22]=[C:23]([C:42]4[CH:41]=[C:40]([C:36]([CH3:39])([CH3:38])[CH3:37])[CH:45]=[CH:44][N:43]=4)[N:24]=3)[N:19]([CH2:27][O:28][CH2:29][CH2:30][Si:31]([CH3:34])([CH3:33])[CH3:32])[CH:18]=2)=[O:16])[CH:11]2[CH2:13][CH2:12]2)[CH2:5][CH2:4]1)#[N:2], predict the reactants needed to synthesize it. The reactants are: [C:1]([CH:3]1[CH2:8][CH2:7][N:6]([C:9](=[O:35])[C@H:10]([NH:14][C:15]([C:17]2[C:25]3[C:20](=[N:21][CH:22]=[C:23](Br)[N:24]=3)[N:19]([CH2:27][O:28][CH2:29][CH2:30][Si:31]([CH3:34])([CH3:33])[CH3:32])[CH:18]=2)=[O:16])[CH:11]2[CH2:13][CH2:12]2)[CH2:5][CH2:4]1)#[N:2].[C:36]([C:40]1[CH:45]=[CH:44][N:43]=[C:42]([Sn](CCCC)(CCCC)CCCC)[CH:41]=1)([CH3:39])([CH3:38])[CH3:37]. (4) Given the product [NH2:1][C:2]1[N:3]=[CH:4][C:5]2[C:10]([C:11]=1[Cl:27])=[CH:9][CH:8]=[C:7]([C:12]1[CH:13]=[C:14]([CH:23]=[CH:24][C:25]=1[CH3:26])[C:15]([NH:17][C:18]1([CH3:22])[CH2:19][CH2:20][CH2:21]1)=[O:16])[CH:6]=2, predict the reactants needed to synthesize it. The reactants are: [NH2:1][C:2]1[N:3]=[CH:4][C:5]2[C:10]([CH:11]=1)=[CH:9][CH:8]=[C:7]([C:12]1[CH:13]=[C:14]([CH:23]=[CH:24][C:25]=1[CH3:26])[C:15]([NH:17][C:18]1([CH3:22])[CH2:21][CH2:20][CH2:19]1)=[O:16])[CH:6]=2.[Cl:27]CCl.ClN1C(=O)CCC1=O. (5) Given the product [N:16]1[C:8]([C:7]2[C:2]([NH:42][C:36]3[C:35]4[CH:34]=[CH:33][N:32]=[C:31]([NH:30][C:27]5[CH:28]=[CH:29][C:24]([Cl:23])=[CH:25][CH:26]=5)[C:40]=4[CH:39]=[CH:38][C:37]=3[CH3:41])=[N:3][CH:4]=[N:5][CH:6]=2)=[C:9]2[C:13]([NH:12][CH:11]=[N:10]2)=[N:14][CH:15]=1, predict the reactants needed to synthesize it. The reactants are: Cl[C:2]1[C:7]([C:8]2[N:16]=[CH:15][N:14]=[C:13]3[C:9]=2[N:10]=[CH:11][N:12]3C2CCCCO2)=[CH:6][N:5]=[CH:4][N:3]=1.[Cl:23][C:24]1[CH:29]=[CH:28][C:27]([NH:30][C:31]2[C:40]3[CH:39]=[CH:38][C:37]([CH3:41])=[C:36]([NH2:42])[C:35]=3[CH:34]=[CH:33][N:32]=2)=[CH:26][CH:25]=1. (6) The reactants are: [OH-:1].[Na+].[Cl:3][C:4]1[CH:11]=[C:10]([O:12][CH3:13])[C:9]([O:14][CH2:15][CH3:16])=[CH:8][C:5]=1[CH:6]=[O:7]. Given the product [Cl:3][C:4]1[CH:11]=[C:10]([O:12][CH3:13])[C:9]([O:14][CH2:15][CH3:16])=[CH:8][C:5]=1[C:6]([OH:1])=[O:7], predict the reactants needed to synthesize it.